From a dataset of TCR-epitope binding with 47,182 pairs between 192 epitopes and 23,139 TCRs. Binary Classification. Given a T-cell receptor sequence (or CDR3 region) and an epitope sequence, predict whether binding occurs between them. (1) The epitope is KLSYGIATV. The TCR CDR3 sequence is CASSQDLLAGPQHF. Result: 1 (the TCR binds to the epitope). (2) The epitope is LLFGYPVYV. The TCR CDR3 sequence is CASSQGPGTVHEKLFF. Result: 0 (the TCR does not bind to the epitope). (3) The epitope is SEETGTLIV. The TCR CDR3 sequence is CASSEQGGYTF. Result: 0 (the TCR does not bind to the epitope). (4) The epitope is GLCTLVAML. The TCR CDR3 sequence is CASSSLNTEAFF. Result: 1 (the TCR binds to the epitope).